This data is from Peptide-MHC class I binding affinity with 185,985 pairs from IEDB/IMGT. The task is: Regression. Given a peptide amino acid sequence and an MHC pseudo amino acid sequence, predict their binding affinity value. This is MHC class I binding data. The binding affinity (normalized) is 0. The peptide sequence is ACQGVGGPGHK. The MHC is HLA-B15:03 with pseudo-sequence HLA-B15:03.